From a dataset of Full USPTO retrosynthesis dataset with 1.9M reactions from patents (1976-2016). Predict the reactants needed to synthesize the given product. (1) Given the product [CH:1]1([CH2:4][N:5]2[C:9]3[N:10]=[CH:11][N:12]=[C:13]([NH2:14])[C:8]=3[C:7]([C:26]3[CH:25]=[C:24]4[C:29]([CH:30]=[CH:31][C:22]([C:16]5[CH:21]=[CH:20][CH:19]=[CH:18][CH:17]=5)=[N:23]4)=[CH:28][CH:27]=3)=[CH:6]2)[CH2:3][CH2:2]1, predict the reactants needed to synthesize it. The reactants are: [CH:1]1([CH2:4][N:5]2[C:9]3[N:10]=[CH:11][N:12]=[C:13]([NH2:14])[C:8]=3[C:7](I)=[CH:6]2)[CH2:3][CH2:2]1.[C:16]1([C:22]2[CH:31]=[CH:30][C:29]3[C:24](=[CH:25][C:26](B4OC(C)(C)C(C)(C)O4)=[CH:27][CH:28]=3)[N:23]=2)[CH:21]=[CH:20][CH:19]=[CH:18][CH:17]=1.C([O-])([O-])=O.[Na+].[Na+].O. (2) Given the product [OH:4][CH2:3][CH2:2][N:1]([CH2:17][CH2:16][CH2:15][O:8][C:9]1[CH:14]=[CH:13][CH:12]=[CH:11][CH:10]=1)[CH2:5][CH2:6][OH:7], predict the reactants needed to synthesize it. The reactants are: [NH:1]([CH2:5][CH2:6][OH:7])[CH2:2][CH2:3][OH:4].[O:8]([CH2:15][CH2:16][CH2:17]Br)[C:9]1[CH:14]=[CH:13][CH:12]=[CH:11][CH:10]=1. (3) Given the product [Cl:14][C:5]1[C:6]([CH:9]([O:12][CH3:13])[O:10][CH3:11])=[C:7]([NH2:8])[C:2]([CH3:15])=[N:3][CH:4]=1, predict the reactants needed to synthesize it. The reactants are: Br[C:2]1[C:7]([NH2:8])=[C:6]([CH:9]([O:12][CH3:13])[O:10][CH3:11])[C:5]([Cl:14])=[CH:4][N:3]=1.[CH3:15]B(O)O.C1(P(C2CCCCC2)C2CCCCC2)CCCCC1.P([O-])([O-])([O-])=O.[K+].[K+].[K+].